From a dataset of NCI-60 drug combinations with 297,098 pairs across 59 cell lines. Regression. Given two drug SMILES strings and cell line genomic features, predict the synergy score measuring deviation from expected non-interaction effect. (1) Drug 1: C1C(C(OC1N2C=C(C(=O)NC2=O)F)CO)O. Drug 2: C1=NC2=C(N=C(N=C2N1C3C(C(C(O3)CO)O)O)F)N. Cell line: OVCAR3. Synergy scores: CSS=11.1, Synergy_ZIP=-3.95, Synergy_Bliss=3.53, Synergy_Loewe=-13.1, Synergy_HSA=0.608. (2) Drug 1: CCC1=CC2CC(C3=C(CN(C2)C1)C4=CC=CC=C4N3)(C5=C(C=C6C(=C5)C78CCN9C7C(C=CC9)(C(C(C8N6C)(C(=O)OC)O)OC(=O)C)CC)OC)C(=O)OC.C(C(C(=O)O)O)(C(=O)O)O. Drug 2: CC1CCCC2(C(O2)CC(NC(=O)CC(C(C(=O)C(C1O)C)(C)C)O)C(=CC3=CSC(=N3)C)C)C. Cell line: OVCAR-5. Synergy scores: CSS=47.0, Synergy_ZIP=0.122, Synergy_Bliss=1.20, Synergy_Loewe=-0.853, Synergy_HSA=0.143. (3) Drug 1: CC(C1=C(C=CC(=C1Cl)F)Cl)OC2=C(N=CC(=C2)C3=CN(N=C3)C4CCNCC4)N. Drug 2: C1=C(C(=O)NC(=O)N1)F. Cell line: 786-0. Synergy scores: CSS=25.1, Synergy_ZIP=1.52, Synergy_Bliss=-0.643, Synergy_Loewe=-1.22, Synergy_HSA=-0.274. (4) Drug 1: C1=NNC2=C1C(=O)NC=N2. Drug 2: COCCOC1=C(C=C2C(=C1)C(=NC=N2)NC3=CC=CC(=C3)C#C)OCCOC.Cl. Cell line: MALME-3M. Synergy scores: CSS=0.670, Synergy_ZIP=-2.12, Synergy_Bliss=-5.76, Synergy_Loewe=-1.87, Synergy_HSA=-5.29.